Dataset: Reaction yield outcomes from USPTO patents with 853,638 reactions. Task: Predict the reaction yield, written as a fraction of the theoretical maximum amount of product (1.0 means a 100% yield; for example, 0.34 means a 34% yield). The reactants are [CH3:1]C(C)([O-])C.[K+].[NH2:7][C:8]1[C:23]([N+:24]([O-:26])=[O:25])=[CH:22][CH:21]=[CH:20][C:9]=1[O:10][CH2:11][C:12]([C:14]1[CH:19]=[CH:18][CH:17]=[CH:16][N:15]=1)=O. The catalyst is [Br-].C[P+](C1C=CC=CC=1)(C1C=CC=CC=1)C1C=CC=CC=1.O1CCCC1. The product is [N+:24]([C:23]1[CH:22]=[CH:21][CH:20]=[C:9]([O:10][CH2:11][C:12]([C:14]2[CH:19]=[CH:18][CH:17]=[CH:16][N:15]=2)=[CH2:1])[C:8]=1[NH2:7])([O-:26])=[O:25]. The yield is 0.200.